Dataset: Forward reaction prediction with 1.9M reactions from USPTO patents (1976-2016). Task: Predict the product of the given reaction. Given the reactants [NH2:1][C:2]1[CH:7]=[CH:6][C:5]([NH:8][C:9]2[N:14]=[C:13]([NH:15][CH2:16][C:17]#[CH:18])[C:12]([Br:19])=[CH:11][N:10]=2)=[CH:4][CH:3]=1.C(N(CC)CC)C.[CH3:27][N:28]1[CH:32]=[C:31]([S:33](Cl)(=[O:35])=[O:34])[N:30]=[CH:29]1, predict the reaction product. The product is: [Br:19][C:12]1[C:13]([NH:15][CH2:16][C:17]#[CH:18])=[N:14][C:9]([NH:8][C:5]2[CH:6]=[CH:7][C:2]([NH:1][S:33]([C:31]3[N:30]=[CH:29][N:28]([CH3:27])[CH:32]=3)(=[O:35])=[O:34])=[CH:3][CH:4]=2)=[N:10][CH:11]=1.